From a dataset of Catalyst prediction with 721,799 reactions and 888 catalyst types from USPTO. Predict which catalyst facilitates the given reaction. (1) Product: [CH3:13][C:2]1([CH3:14])[C:3](=[O:4])[NH:5][C:6]2[CH:11]=[CH:10][CH:9]=[CH:8][C:7]=2[O:12]1. The catalyst class is: 9. Reactant: Br[C:2]([CH3:14])([CH3:13])[C:3]([NH:5][C:6]1[CH:11]=[CH:10][CH:9]=[CH:8][C:7]=1[OH:12])=[O:4].C(=O)([O-])[O-].[K+].[K+].Cl. (2) Product: [Cl:20][C:21]([Cl:25])([Cl:24])[CH2:22][O:18][C:17](=[O:19])[CH2:16][C:9]1[C:8]2[C:13](=[CH:14][C:5]([O:4][C:1](=[O:3])[CH3:2])=[CH:6][CH:7]=2)[O:12][C:11](=[O:15])[CH:10]=1. Reactant: [C:1]([O:4][C:5]1[CH:14]=[C:13]2[C:8]([C:9]([CH2:16][C:17]([OH:19])=[O:18])=[CH:10][C:11](=[O:15])[O:12]2)=[CH:7][CH:6]=1)(=[O:3])[CH3:2].[Cl:20][C:21]([Cl:25])([Cl:24])[CH2:22]O.C1(N=C=NC2CCCCC2)CCCCC1. The catalyst class is: 4.